Dataset: Catalyst prediction with 721,799 reactions and 888 catalyst types from USPTO. Task: Predict which catalyst facilitates the given reaction. (1) The catalyst class is: 534. Product: [C:13]([N:16]1[CH2:17][CH2:18][CH:19]([C:20](=[O:21])[C:8]2[CH:9]=[CH:10][C:5]([O:11][CH3:12])=[CH:6][CH:7]=2)[CH2:23][CH2:24]1)(=[O:15])[CH3:14]. Reactant: [Cl-].[Cl-].[Cl-].[Al+3].[C:5]1([O:11][CH3:12])[CH:10]=[CH:9][CH:8]=[CH:7][CH:6]=1.[C:13]([N:16]1[CH2:24][CH2:23][CH:19]([C:20](Cl)=[O:21])[CH2:18][CH2:17]1)(=[O:15])[CH3:14]. (2) Reactant: [CH3:1][NH:2][CH2:3][C:4]1[CH:9]=[CH:8][CH:7]=[C:6]([O:10][C:11]([F:14])([F:13])[F:12])[C:5]=1[O:15][CH2:16][CH2:17][CH3:18].[C:19](Cl)(=[O:22])[CH:20]=[CH2:21].C(N(CC)CC)C. Product: [CH3:1][N:2]([CH2:3][C:4]1[CH:9]=[CH:8][CH:7]=[C:6]([O:10][C:11]([F:12])([F:13])[F:14])[C:5]=1[O:15][CH2:16][CH2:17][CH3:18])[C:19](=[O:22])[CH:20]=[CH2:21]. The catalyst class is: 2. (3) Reactant: [CH3:1][Si:2]([CH3:10])([CH3:9])[CH2:3][CH2:4][S:5](Cl)(=[O:7])=[O:6].Cl.[NH:12]1[CH2:17][CH2:16][CH:15]([O:18][C:19]2[CH:26]=[CH:25][C:22]([C:23]#[N:24])=[CH:21][CH:20]=2)[CH2:14][CH2:13]1.[OH-].[Na+]. Product: [CH3:1][Si:2]([CH3:10])([CH3:9])[CH2:3][CH2:4][S:5]([N:12]1[CH2:13][CH2:14][CH:15]([O:18][C:19]2[CH:26]=[CH:25][C:22]([C:23]#[N:24])=[CH:21][CH:20]=2)[CH2:16][CH2:17]1)(=[O:7])=[O:6]. The catalyst class is: 2.